This data is from Catalyst prediction with 721,799 reactions and 888 catalyst types from USPTO. The task is: Predict which catalyst facilitates the given reaction. (1) Reactant: [Cl:1][C:2]1[S:6][C:5]([S:7]([NH:10][CH:11]([C:23](OC)=[O:24])[CH:12]([CH2:18][C:19]([F:22])([F:21])[F:20])[CH2:13][C:14]([F:17])([F:16])[F:15])(=[O:9])=[O:8])=[CH:4][CH:3]=1.[Li+].[BH4-]. Product: [Cl:1][C:2]1[S:6][C:5]([S:7]([NH:10][CH:11]([CH2:23][OH:24])[CH:12]([CH2:18][C:19]([F:20])([F:22])[F:21])[CH2:13][C:14]([F:16])([F:15])[F:17])(=[O:8])=[O:9])=[CH:4][CH:3]=1. The catalyst class is: 1. (2) Reactant: [CH3:1][N:2]1[C:6]([C:7](=[N:14][O:15][CH2:16][C:17]2[N:22]=[C:21]([CH2:23][NH2:24])[CH:20]=[CH:19][CH:18]=2)[C:8]2[CH:13]=[CH:12][CH:11]=[CH:10][CH:9]=2)=[N:5][N:4]=[N:3]1.[C:25](Cl)(=[O:31])[CH2:26][CH2:27][CH2:28][CH2:29][CH3:30]. Product: [CH3:1][N:2]1[C:6]([C:7](=[N:14][O:15][CH2:16][C:17]2[N:22]=[C:21]([CH2:23][NH:24][C:25](=[O:31])[CH2:26][CH2:27][CH2:28][CH2:29][CH3:30])[CH:20]=[CH:19][CH:18]=2)[C:8]2[CH:9]=[CH:10][CH:11]=[CH:12][CH:13]=2)=[N:5][N:4]=[N:3]1. The catalyst class is: 2. (3) Reactant: [NH2:1][C:2]1[CH:3]=[CH:4][C:5]([CH3:20])=[C:6]([N:8]2[C:17](=[O:18])[C:16]3[C:11](=[CH:12][CH:13]=[C:14]([Br:19])[CH:15]=3)[N:10]=[CH:9]2)[CH:7]=1.[C:21]([N:25]1[C:29]([C:30](Cl)=[O:31])=[CH:28][C:27]([CH3:33])=[N:26]1)([CH3:24])([CH3:23])[CH3:22].C(N(CC)CC)C. Product: [Br:19][C:14]1[CH:15]=[C:16]2[C:11](=[CH:12][CH:13]=1)[N:10]=[CH:9][N:8]([C:6]1[CH:7]=[C:2]([NH:1][C:30]([C:29]3[N:25]([C:21]([CH3:23])([CH3:22])[CH3:24])[N:26]=[C:27]([CH3:33])[CH:28]=3)=[O:31])[CH:3]=[CH:4][C:5]=1[CH3:20])[C:17]2=[O:18]. The catalyst class is: 2. (4) Reactant: N(OCC(C)C)=O.N[C:9]1[CH:31]=[C:30]([C:32](=[O:34])[NH2:33])[CH:29]=[CH:28][C:10]=1[O:11][C:12]1[CH:21]=[C:20]2[C:15]([CH:16]([C:22]([O:24][CH2:25][CH3:26])=[O:23])[CH2:17][CH2:18][O:19]2)=[CH:14][C:13]=1[Cl:27].O. Product: [C:32]([C:30]1[CH:31]=[CH:9][C:10]([O:11][C:12]2[CH:21]=[C:20]3[C:15]([CH:16]([C:22]([O:24][CH2:25][CH3:26])=[O:23])[CH2:17][CH2:18][O:19]3)=[CH:14][C:13]=2[Cl:27])=[CH:28][CH:29]=1)(=[O:34])[NH2:33]. The catalyst class is: 3. (5) Reactant: Cl.Br[C:3]1[CH:8]=[C:7]([CH3:9])[N:6]=[C:5]([C:10]([OH:12])=[O:11])[CH:4]=1.[CH3:13][NH:14][CH3:15]. Product: [CH3:13][N:14]([CH3:15])[C:3]1[CH:8]=[C:7]([CH3:9])[N:6]=[C:5]([C:10]([OH:12])=[O:11])[CH:4]=1. The catalyst class is: 51. (6) Reactant: Br[CH2:2][C:3]1[C:8]([CH3:9])=[N:7][C:6]([CH3:10])=[C:5]([CH3:11])[N:4]=1.[CH3:12][CH2:13][O:14][C:15](/[CH:17]=[CH:18]/[C:19]1[CH:24]=[CH:23][C:22]([OH:25])=[CH:21][CH:20]=1)=[O:16].C(=O)([O-])[O-].[K+].[K+].CN(C=O)C. Product: [CH2:13]([O:14][C:15](=[O:16])/[CH:17]=[CH:18]/[C:19]1[CH:20]=[CH:21][C:22]([O:25][CH2:2][C:3]2[C:8]([CH3:9])=[N:7][C:6]([CH3:10])=[C:5]([CH3:11])[N:4]=2)=[CH:23][CH:24]=1)[CH3:12]. The catalyst class is: 6. (7) Reactant: C1(S([N:10]2[C:14]3=[N:15][CH:16]=[CH:17][C:18]([C:19]#[C:20][Si](C)(C)C)=[C:13]3[C:12]([C:25]3[CH:30]=[CH:29][N:28]=[C:27]([NH2:31])[N:26]=3)=[CH:11]2)(=O)=O)C=CC=CC=1.[OH-].[Na+]. Product: [C:19]([C:18]1[CH:17]=[CH:16][N:15]=[C:14]2[NH:10][CH:11]=[C:12]([C:25]3[CH:30]=[CH:29][N:28]=[C:27]([NH2:31])[N:26]=3)[C:13]=12)#[CH:20]. The catalyst class is: 5.